Task: Predict the reaction yield, written as a fraction of the theoretical maximum amount of product (1.0 means a 100% yield; for example, 0.34 means a 34% yield).. Dataset: Reaction yield outcomes from USPTO patents with 853,638 reactions (1) The reactants are [Br:1][C:2]1[CH:3]=[CH:4][C:5]([N+:16]([O-])=O)=[C:6]([N:8]([CH2:12][C:13](O)=[O:14])[CH:9]([CH3:11])[CH3:10])[CH:7]=1. The catalyst is C(O)(=O)C.[Fe]. The product is [Br:1][C:2]1[CH:7]=[C:6]2[C:5](=[CH:4][CH:3]=1)[NH:16][C:13](=[O:14])[CH2:12][N:8]2[CH:9]([CH3:11])[CH3:10]. The yield is 0.730. (2) The reactants are [NH2:1][C:2]1[N:7]=[CH:6][N:5]=[C:4]2[N:8]([CH2:25][C@@H:26]3[CH2:30][CH2:29][CH2:28][N:27]3[C:31](=[O:35])[CH2:32][C:33]#[N:34])[N:9]=[C:10]([C:11]3[CH:16]=[CH:15][C:14]([O:17][C:18]4[CH:23]=[CH:22][CH:21]=[CH:20][CH:19]=4)=[CH:13][C:12]=3[F:24])[C:3]=12.[CH:36]1([NH:39][C:40]([CH3:44])([CH3:43])[CH:41]=O)[CH2:38][CH2:37]1. The catalyst is N1CCCCC1.CC#N. The product is [NH2:1][C:2]1[N:7]=[CH:6][N:5]=[C:4]2[N:8]([CH2:25][C@@H:26]3[CH2:30][CH2:29][CH2:28][N:27]3[C:31]([C:32](=[CH:41][C:40]([NH:39][CH:36]3[CH2:38][CH2:37]3)([CH3:44])[CH3:43])[C:33]#[N:34])=[O:35])[N:9]=[C:10]([C:11]3[CH:16]=[CH:15][C:14]([O:17][C:18]4[CH:19]=[CH:20][CH:21]=[CH:22][CH:23]=4)=[CH:13][C:12]=3[F:24])[C:3]=12. The yield is 0.270. (3) The reactants are [CH:1]([CH:4]1[CH2:9][C:8](=O)[CH:7]=[C:6]([C:11]2[CH:16]=[CH:15][N:14]=[CH:13][C:12]=2[N+:17]([O-:19])=[O:18])[CH2:5]1)([CH3:3])[CH3:2].[CH2:20]([NH2:27])[C:21]1[CH:26]=[CH:25][CH:24]=[CH:23][CH:22]=1.[BH4-].[Li+]. The catalyst is CO. The product is [CH2:20]([NH:27][CH:8]1[CH2:9][CH:4]([CH:1]([CH3:3])[CH3:2])[CH2:5][C:6]([C:11]2[CH:16]=[CH:15][N:14]=[CH:13][C:12]=2[N+:17]([O-:19])=[O:18])=[CH:7]1)[C:21]1[CH:26]=[CH:25][CH:24]=[CH:23][CH:22]=1. The yield is 0.300. (4) The reactants are [NH2:1][C:2]1[CH:7]=[CH:6][C:5]([C:8]2[C:16]3[C:11](=[N:12][CH:13]=[N:14][C:15]=3[NH2:17])[N:10]([CH:18]3[CH2:23][CH2:22][N:21]([CH:24]4[CH2:29][CH2:28][N:27]([CH3:30])[CH2:26][CH2:25]4)[CH2:20][CH2:19]3)[N:9]=2)=[CH:4][C:3]=1[O:31][CH3:32].[C:33]1([C@H:39]([CH3:44])[CH2:40][C:41](Cl)=[O:42])[CH:38]=[CH:37][CH:36]=[CH:35][CH:34]=1.[OH-].[Na+]. The catalyst is N1C=CC=CC=1.ClCCl. The product is [OH-:31].[NH4+:1].[NH2:17][C:15]1[N:14]=[CH:13][N:12]=[C:11]2[N:10]([CH:18]3[CH2:23][CH2:22][N:21]([CH:24]4[CH2:29][CH2:28][N:27]([CH3:30])[CH2:26][CH2:25]4)[CH2:20][CH2:19]3)[N:9]=[C:8]([C:5]3[CH:6]=[CH:7][C:2]([NH:1][C:41](=[O:42])[CH2:40][C@H:39]([C:33]4[CH:38]=[CH:37][CH:36]=[CH:35][CH:34]=4)[CH3:44])=[C:3]([O:31][CH3:32])[CH:4]=3)[C:16]=12. The yield is 0.0200. (5) The reactants are [CH2:1]([N:8]1[C:16]2[C:11](=[CH:12][C:13](Br)=[CH:14][CH:15]=2)[CH:10]=[CH:9]1)[C:2]1[CH:7]=[CH:6][CH:5]=[CH:4][CH:3]=1.[F:18][C:19]([F:31])([F:30])[O:20][C:21]1[CH:26]=[CH:25][C:24](B(O)O)=[CH:23][CH:22]=1.ClCCl.C(=O)([O-])[O-].[K+].[K+]. The catalyst is O1CCOCC1.O.C1C=CC(P(C2C=CC=CC=2)[C-]2C=CC=C2)=CC=1.C1C=CC(P(C2C=CC=CC=2)[C-]2C=CC=C2)=CC=1.Cl[Pd]Cl.[Fe+2]. The product is [CH2:1]([N:8]1[C:16]2[C:11](=[CH:12][C:13]([C:24]3[CH:23]=[CH:22][C:21]([O:20][C:19]([F:18])([F:30])[F:31])=[CH:26][CH:25]=3)=[CH:14][CH:15]=2)[CH:10]=[CH:9]1)[C:2]1[CH:7]=[CH:6][CH:5]=[CH:4][CH:3]=1. The yield is 0.420. (6) The reactants are [Si]([C:8]1[O:9][C:10]2[CH:30]=[C:29]([O:31][CH3:32])[CH:28]=[CH:27][C:11]=2[C:12]=1[C:13](=[O:26])[C:14]1[CH:19]=[C:18]([O:20][CH3:21])[C:17]([O:22][CH3:23])=[C:16]([O:24][CH3:25])[CH:15]=1)(C(C)(C)C)(C)C.[F-].C([N+](CCCC)(CCCC)CCCC)CCC. The catalyst is O1CCCC1.C(OCC)(=O)C. The product is [CH3:25][O:24][C:16]1[CH:15]=[C:14]([CH:19]=[C:18]([O:20][CH3:21])[C:17]=1[O:22][CH3:23])[C:13]([C:12]1[C:11]2[CH:27]=[CH:28][C:29]([O:31][CH3:32])=[CH:30][C:10]=2[O:9][CH:8]=1)=[O:26]. The yield is 0.860. (7) The reactants are [CH:1]([C:4]1[CH:9]=[CH:8][C:7]([CH3:10])=[CH:6][C:5]=1[N:11]1[C:15](=[O:16])[CH2:14][S:13]/[C:12]/1=[N:17]\[C:18]([NH:20][CH2:21][CH2:22][C:23]1[CH:28]=[CH:27][C:26]([C:29]2[N:33]=[CH:32][N:31]([C:34]3[CH:39]=[CH:38][C:37]([O:40][C:41]([F:44])([F:43])[F:42])=[CH:36][CH:35]=3)[N:30]=2)=[CH:25][CH:24]=1)=[O:19])([CH3:3])[CH3:2].[Br:45]Br. The catalyst is ClCCl. The product is [Br:45][CH:14]1[S:13]/[C:12](=[N:17]\[C:18]([NH:20][CH2:21][CH2:22][C:23]2[CH:24]=[CH:25][C:26]([C:29]3[N:33]=[CH:32][N:31]([C:34]4[CH:35]=[CH:36][C:37]([O:40][C:41]([F:44])([F:43])[F:42])=[CH:38][CH:39]=4)[N:30]=3)=[CH:27][CH:28]=2)=[O:19])/[N:11]([C:5]2[CH:6]=[C:7]([CH3:10])[CH:8]=[CH:9][C:4]=2[CH:1]([CH3:3])[CH3:2])[C:15]1=[O:16]. The yield is 0.180. (8) The reactants are [Br:1][CH2:2][C@@H:3]([C:5]1[CH:10]=[CH:9][C:8]([O:11][CH2:12][C:13]2[CH:18]=[CH:17][CH:16]=[CH:15][CH:14]=2)=[C:7]([NH:19][CH:20]=[O:21])[CH:6]=1)[OH:4].N1C=CN=C1.[Si:27](Cl)([C:30]([CH3:33])([CH3:32])[CH3:31])([CH3:29])[CH3:28]. The catalyst is CN(C)C=O.C(OC(C)C)(=O)C. The product is [CH2:12]([O:11][C:8]1[CH:9]=[CH:10][C:5]([C@@H:3]([O:4][Si:27]([C:30]([CH3:33])([CH3:32])[CH3:31])([CH3:29])[CH3:28])[CH2:2][Br:1])=[CH:6][C:7]=1[NH:19][CH:20]=[O:21])[C:13]1[CH:14]=[CH:15][CH:16]=[CH:17][CH:18]=1. The yield is 0.680. (9) The product is [CH3:9][C:6]1[CH:7]=[CH:8][C:2]([CH3:1])=[C:3]([NH:4][C:10]([CH3:11])=[O:12])[CH:5]=1. The yield is 0.990. The catalyst is O1CCCC1. The reactants are [CH3:1][C:2]1[CH:8]=[CH:7][C:6]([CH3:9])=[CH:5][C:3]=1[NH2:4].[C:10](OC(=O)C)(=[O:12])[CH3:11].CO. (10) The reactants are Cl[C:2]1[N:7]=[C:6]2[CH2:8][CH2:9][CH2:10][C:5]2=[C:4]([Cl:11])[CH:3]=1.[S:12]1[CH:16]=[CH:15][C:14](B(O)O)=[CH:13]1. No catalyst specified. The product is [Cl:11][C:4]1[CH:3]=[C:2]([C:14]2[CH:15]=[CH:16][S:12][CH:13]=2)[N:7]=[C:6]2[CH2:8][CH2:9][CH2:10][C:5]=12. The yield is 0.700.